Dataset: Reaction yield outcomes from USPTO patents with 853,638 reactions. Task: Predict the reaction yield, written as a fraction of the theoretical maximum amount of product (1.0 means a 100% yield; for example, 0.34 means a 34% yield). (1) The catalyst is O1CCCC1. The reactants are [C:1](Cl)(=[O:3])[CH3:2].[Cl:5][C:6]1[CH:11]=[CH:10][CH:9]=[CH:8][C:7]=1[C@H:12]1[O:14][C@:13]1([CH2:22][N:23]1[C:27](=[S:28])[NH:26][CH:25]=[N:24]1)[C:15]1[CH:20]=[CH:19][CH:18]=[C:17]([F:21])[CH:16]=1.C(N(CC)CC)C. The product is [C:1](=[O:3])([S:28][C:27]1[N:23]([CH2:22][C@@:13]2([C:15]3[CH:20]=[CH:19][CH:18]=[C:17]([F:21])[CH:16]=3)[C@@H:12]([C:7]3[CH:8]=[CH:9][CH:10]=[CH:11][C:6]=3[Cl:5])[O:14]2)[N:24]=[CH:25][N:26]=1)[CH3:2]. The yield is 1.00. (2) The reactants are [C:1](Cl)(=O)C.[Cl:5][C:6]1[CH:14]=[C:13]([OH:15])[C:12]([N+:16]([O-:18])=[O:17])=[CH:11][C:7]=1[C:8]([OH:10])=[O:9]. The catalyst is CO. The product is [Cl:5][C:6]1[CH:14]=[C:13]([OH:15])[C:12]([N+:16]([O-:18])=[O:17])=[CH:11][C:7]=1[C:8]([O:10][CH3:1])=[O:9]. The yield is 0.910. (3) The reactants are [CH3:1][C:2]1[CH:3]=[CH:4][C:5]([O:15][CH2:16][C:17]2[CH:22]=[CH:21][C:20]([F:23])=[CH:19][CH:18]=2)=[C:6]([C:8](=O)[CH2:9][CH2:10][C:11](=O)[CH3:12])[CH:7]=1.[CH3:24][O:25][C:26](=[O:40])[C:27]1[CH:32]=[C:31]([N:33]2[CH2:37][CH2:36][CH2:35][C:34]2=[O:38])[CH:30]=[C:29]([NH2:39])[CH:28]=1.CC1C=CC(S(O)(=O)=O)=CC=1. The catalyst is CN1C(=O)CCC1.CCOCC. The product is [CH3:24][O:25][C:26](=[O:40])[C:27]1[CH:32]=[C:31]([N:33]2[CH2:37][CH2:36][CH2:35][C:34]2=[O:38])[CH:30]=[C:29]([N:39]2[C:11]([CH3:12])=[CH:10][CH:9]=[C:8]2[C:6]2[CH:7]=[C:2]([CH3:1])[CH:3]=[CH:4][C:5]=2[O:15][CH2:16][C:17]2[CH:22]=[CH:21][C:20]([F:23])=[CH:19][CH:18]=2)[CH:28]=1. The yield is 0.450. (4) The reactants are I[C:2]1[CH:7]=[CH:6][N:5]([CH2:8][CH2:9][C@@:10]([CH3:25])([S:21]([CH3:24])(=[O:23])=[O:22])[C:11]([NH:13][O:14][C@@H]2CCCCO2)=[O:12])[C:4](=[O:26])[CH:3]=1.CC1(C)C(C)(C)OB([C:35]2[CH:55]=[CH:54][C:38]([O:39][CH2:40][C@H:41]3[CH2:46][CH2:45][C@H:44]([O:47]C4CCCCO4)[CH2:43][CH2:42]3)=[CH:37][CH:36]=2)O1.C(N)(=O)CCC. No catalyst specified. The product is [OH:14][NH:13][C:11](=[O:12])[C@:10]([CH3:25])([S:21]([CH3:24])(=[O:22])=[O:23])[CH2:9][CH2:8][N:5]1[CH:6]=[CH:7][C:2]([C:35]2[CH:36]=[CH:37][C:38]([O:39][CH2:40][C@H:41]3[CH2:46][CH2:45][C@H:44]([OH:47])[CH2:43][CH2:42]3)=[CH:54][CH:55]=2)=[CH:3][C:4]1=[O:26]. The yield is 0.497. (5) The reactants are [CH3:1][O:2][C:3]1[CH:11]=[C:10]2[C:6]([CH:7]=[CH:8][NH:9]2)=[CH:5][CH:4]=1.ClS([N:16]=[C:17]=O)(=O)=O. The catalyst is CN(C=O)C. The product is [CH3:1][O:2][C:3]1[CH:11]=[C:10]2[C:6]([C:7]([C:17]#[N:16])=[CH:8][NH:9]2)=[CH:5][CH:4]=1. The yield is 0.850. (6) The reactants are [C:1]([O:5][C:6]([NH:8][CH2:9][C@H:10]([OH:48])[CH2:11][NH:12][CH2:13][C@@H:14]1[C@H:17]([NH:18][C:19](=[O:46])/[C:20](=[N:34]\[O:35][C:36]([CH3:45])([CH3:44])[C:37]([O:39][C:40]([CH3:43])([CH3:42])[CH3:41])=[O:38])/[C:21]2[N:22]=[C:23]([NH:26][C:27]([O:29][C:30]([CH3:33])([CH3:32])[CH3:31])=[O:28])[S:24][CH:25]=2)[C:16](=[O:47])[NH:15]1)=[O:7])([CH3:4])([CH3:3])[CH3:2].C1N=CN([C:54](N2C=NC=C2)=[O:55])C=1. The catalyst is C(Cl)Cl. The product is [C:1]([O:5][C:6]([NH:8][CH2:9][C@@H:10]1[O:48][C:54](=[O:55])[N:12]([CH2:13][C@@H:14]2[C@H:17]([NH:18][C:19](=[O:46])/[C:20](=[N:34]\[O:35][C:36]([CH3:45])([CH3:44])[C:37]([O:39][C:40]([CH3:43])([CH3:42])[CH3:41])=[O:38])/[C:21]3[N:22]=[C:23]([NH:26][C:27]([O:29][C:30]([CH3:31])([CH3:32])[CH3:33])=[O:28])[S:24][CH:25]=3)[C:16](=[O:47])[NH:15]2)[CH2:11]1)=[O:7])([CH3:2])([CH3:3])[CH3:4]. The yield is 0.410. (7) The reactants are [F:1][C:2]1[CH:7]=[CH:6][C:5]([C:8]2[CH:12]=[C:11]([OH:13])[NH:10][N:9]=2)=[CH:4][CH:3]=1.C(=O)([O-])[O-].[K+].[K+].CS(O[CH2:25][C:26](=[O:28])[CH3:27])(=O)=O. The catalyst is CN(C=O)C.C(OCC)(=O)C. The product is [F:1][C:2]1[CH:3]=[CH:4][C:5]([C:8]2[CH:12]=[C:11]([O:13][CH2:25][C:26]([CH3:27])=[O:28])[NH:10][N:9]=2)=[CH:6][CH:7]=1. The yield is 0.380. (8) The reactants are [H][H].C([N:10](CC1C=CC=CC=1)[C@@H:11]([CH2:26][C:27]1[CH:32]=[C:31]([F:33])[CH:30]=[C:29]([F:34])[CH:28]=1)[C@@H:12]([C@H:14]1[CH2:18][CH2:17][CH2:16][N:15]1[C:19]([O:21][C:22]([CH3:25])([CH3:24])[CH3:23])=[O:20])[OH:13])C1C=CC=CC=1. The catalyst is CO.[OH-].[OH-].[Pd+2]. The product is [NH2:10][C@@H:11]([CH2:26][C:27]1[CH:28]=[C:29]([F:34])[CH:30]=[C:31]([F:33])[CH:32]=1)[C@@H:12]([C@H:14]1[CH2:18][CH2:17][CH2:16][N:15]1[C:19]([O:21][C:22]([CH3:24])([CH3:23])[CH3:25])=[O:20])[OH:13]. The yield is 0.990. (9) The reactants are [CH3:1][S:2]([C:5]1[CH:10]=[CH:9][C:8]([CH:11]([CH2:16][CH:17]2[CH2:21][CH2:20][CH2:19][O:18]2)[C:12](=[O:15])[CH:13]=[CH2:14])=[CH:7][CH:6]=1)(=[O:4])=[O:3].C(O)C.O1CCCC1.[N:30]1[CH:35]=[CH:34][CH:33]=[CH:32][C:31]=1[CH:36]=[O:37]. The catalyst is [Cl-].C([N+]1C(C)=C(CCO)SC=1)C1C=CC=CC=1.C(OCC)(=O)C.C(N(CC)CC)C. The product is [CH3:1][S:2]([C:5]1[CH:6]=[CH:7][C:8]([CH:11]([CH2:16][CH:17]2[CH2:21][CH2:20][CH2:19][O:18]2)[C:12](=[O:15])[CH2:13][CH2:14][C:36]([C:31]2[CH:32]=[CH:33][CH:34]=[CH:35][N:30]=2)=[O:37])=[CH:9][CH:10]=1)(=[O:4])=[O:3]. The yield is 0.240. (10) The reactants are CC([CH:5]([O:9][C:10]1[C:11]([C:16](=O)[CH3:17])=[N:12][CH:13]=[CH:14][CH:15]=1)[C:6]([O-:8])=[O:7])(C)C.CC(C)([O-])C.[K+].Cl. The catalyst is C(O)(C)(C)C. The product is [CH3:17][C:16]1[C:11]2=[N:12][CH:13]=[CH:14][CH:15]=[C:10]2[O:9][C:5]=1[C:6]([OH:8])=[O:7]. The yield is 0.770.